This data is from Experimentally validated miRNA-target interactions with 360,000+ pairs, plus equal number of negative samples. The task is: Binary Classification. Given a miRNA mature sequence and a target amino acid sequence, predict their likelihood of interaction. (1) The miRNA is hsa-miR-486-3p with sequence CGGGGCAGCUCAGUACAGGAU. The protein sequence of the target gene is MMEERAAAAVAAAASSCRPLGSGAGPGPTGAAPVSAPAPGPGPAGKGGGGGGSPGPTAGPEPLSLPGILHFIQHEWARFEAEKARWEAERAELQAQVAFLQGERKGQENLKTDLVRRIKMLEYALKQERAKYHKLKFGTDLNQGEKKADVSEQVSNGPVESVTLENSPLVWKEGRQLLRQYLEEVGYTDTILDMRSKRVRSLLGRSLELNGAVEPSEGAPRAPPGPAGLSGGESLLVKQIEEQIKRNAAGKDGKERLGGSVLGQIPFLQNCEDEDSDEDDELDSVQHKKQRVKLPSKALV.... Result: 1 (interaction). (2) The miRNA is hsa-miR-4500 with sequence UGAGGUAGUAGUUUCUU. The protein sequence of the target gene is MARFWVCVAGAGFFLAFLVLHSRFCGSPVLRNFTFAVSWRTEKILYRLDVGWPKHPEYFTGTTFCVAVDSLNGLVYIGQRGDNIPKILVFTEDGYFLRAWNYTVDTPHGIFAASTLYEQSVWITDVGSGFFGHTVKKYSSFGDLVQVLGTPGKKGTSLNPLQFDNPAELYVEDTGDIYIVDGDGGLNNRLIKLSQDFMILWLHGENGTGPAKFNIPHSVTLDSAGRVWVADRGNKRIQVFDKDTGEWLGAWNNCFTEEGPSSVRFTPDGKYLIVAQLNLSRLSVVAAPPVGSIGECSVIS.... Result: 1 (interaction). (3) The miRNA is hsa-miR-374b-5p with sequence AUAUAAUACAACCUGCUAAGUG. The protein sequence of the target gene is MAAAAASGAGGAAGAGTGGAGPAGRLLPPPAPGSPAAPAAVSPAAGQPRPPAPASRGPMPARIGYYEIDRTIGKGNFAVVKRATHLVTKAKVAIKIIDKTQLDEENLKKIFREVQIMKMLCHPHIIRLYQVMETERMIYLVTEYASGGEIFDHLVAHGRMAEKEARRKFKQIVTAVYFCHCRNIVHRDLKAENLLLDANLNIKIADFGFSNLFTPGQLLKTWCGSPPYAAPELFEGKEYDGPKVDIWSLGVVLYVLVCGALPFDGSTLQNLRARVLSGKFRIPFFMSTECEHLIRHMLVL.... Result: 1 (interaction). (4) The miRNA is mmu-miR-7023-3p with sequence UCACCCUGUCUGCGCCCCUCAG. The protein sequence of the target gene is MEAHNVSAPFNFSLPPGFGHRATDTALSVILVVMLLLIMLSLGCTMEFSKIKAHFWKPKGVIIAIVAQYGIMPLSAFLLGKVFHLTSIEALAILICGCSPGGNLSNLFTLAMKGDMNLSIVMTTCSSFTALGMMPLLLYIYSKGIYDGDLKDKVPYKGIMLSLVMVLIPCAIGIFLKSKRPHYVPYVLKAGMIITFSLSVAVTVLSVINVGNSIMFVMTPHLLATSSLMPFTGFLMGYILSALFRLNPSCRRTISMETGFQNVQLCSTILNVTFPPEVIGPLFFFPLLYMIFQLAEGLLF.... Result: 0 (no interaction). (5) The miRNA is hsa-miR-7157-5p with sequence UCAGCAUUCAUUGGCACCAGAGA. The protein sequence of the target gene is METPGASASSLLLPAASRPPRKREAGEAGAATSKQRVLDEEEYIEGLQTVIQRDFFPDVEKLQAQKEYLEAEENGDLERMRQIAIKFGSALGKMSREPPPPYVTPATFETPEVHAGTGVVGNKPRPRGRGLEDGEAGEEEEKEPLPSLDVFLSRYTSEDNASFQEIMEVAKERSRARHAWLYQAEEEFEKRQKDNLELPSAEHQAIESSQASVETWKYKAKNSLMYYPEGVPDEEQLFKKPRQVVHKNTRFLRDPFSQALSRCQLQQAAALNAQHKQGKVGPDGKELIPQESPRVGGFGF.... Result: 1 (interaction). (6) The miRNA is hsa-miR-199b-5p with sequence CCCAGUGUUUAGACUAUCUGUUC. The protein sequence of the target gene is MQPLSKLMAISKPRNLSLREQREVLRADMSWQQETNPVVETHDSEASRQKFRHFQYLKVSGPHEALSQLWELCLQWLRPEIHTKKQIIELLVLEQFLAILPEEVRTWVNLQHPNNSKDMVTLIEDVIEMLEDEDMPCKDSALQMGSIKEKMKAGSRTGKPQEPVTFKDVVVEFSKEEWGQLDSAVKNLYRNVMLENFRNLNSLRKAHLLSKPFESLKLESKKKRWIMEKEIPRKTIFDMKSISGEESSHGVIMTRLTESGHPSSDAWKGENWLYRNQKKWDINLPQEAFIPETIYTEEED.... Result: 1 (interaction). (7) The miRNA is hsa-miR-6840-3p with sequence GCCCAGGACUUUGUGCGGGGUG. The protein sequence of the target gene is MGRVGYWTLLVLPALLVWRGPAPSAAAEKGPPALNIAVMLGHSHDVTERELRTLWGPEQAAGLPLDVNVVALLMNRTDPKSLITHVCDLMSGARIHGLVFGDDTDQEAVAQMLDFISSHTFVPILGIHGGASMIMADKDPTSTFFQFGASIQQQATVMLKIMQDYDWHVFSLVTTIFPGYREFISFVKTTVDNSFVGWDMQNVITLDTSFEDAKTQVQLKKIHSSVILLYCSKDEAVLILSEARSLGLTGYDFFWIVPSLVSGNTELIPKEFPSGLISVSYDDWDYSLEARVRDGIGILT.... Result: 1 (interaction). (8) The miRNA is mmu-miR-3470b with sequence UCACUCUGUAGACCAGGCUGG. The protein sequence of the target gene is MAVAGSWQPPRPCEVYRAEWELCRSVGHVLHHYYVHGKRPDCRQWLRDLTNCREWEESRSAEAQRSLCESEQVRVQAAQKHTLVWALRQRPPTDWNLPLPQEKDK. Result: 1 (interaction).